This data is from Full USPTO retrosynthesis dataset with 1.9M reactions from patents (1976-2016). The task is: Predict the reactants needed to synthesize the given product. (1) Given the product [CH3:13][C:12]1[C:11]2[C:14]([C:18]3[CH:23]=[CH:22][CH:21]=[CH:20][CH:19]=3)=[CH:15][CH:16]=[CH:17][C:10]=2[O:9][C:8]=1[C:6]([OH:7])=[O:5], predict the reactants needed to synthesize it. The reactants are: C([O:5][C:6]([C:8]1[O:9][C:10]2[CH:17]=[CH:16][CH:15]=[C:14]([C:18]3[CH:23]=[CH:22][CH:21]=[CH:20][CH:19]=3)[C:11]=2[C:12]=1[CH3:13])=[O:7])(C)(C)C. (2) The reactants are: [Cl:1][C:2]1[CH:7]=[CH:6][C:5]([OH:8])=[C:4]([F:9])[CH:3]=1.[OH-].[K+].Cl[C:13]1[C:18]([C:19]#[N:20])=[CH:17][N:16]=[C:15]2[C:21]3[CH:27]=[CH:26][CH:25]=[CH:24][C:22]=3[O:23][C:14]=12. Given the product [Cl:1][C:2]1[CH:7]=[CH:6][C:5]([O:8][C:13]2[C:18]([C:19]#[N:20])=[CH:17][N:16]=[C:15]3[C:21]4[CH:27]=[CH:26][CH:25]=[CH:24][C:22]=4[O:23][C:14]=23)=[C:4]([F:9])[CH:3]=1, predict the reactants needed to synthesize it. (3) Given the product [CH:10]1([C:2]2[CH:7]=[CH:6][N:5]=[C:4]([C:8]#[N:9])[CH:3]=2)[CH2:12][CH2:11]1, predict the reactants needed to synthesize it. The reactants are: Cl[C:2]1[CH:7]=[CH:6][N:5]=[C:4]([C:8]#[N:9])[CH:3]=1.[CH:10]1(B(O)O)[CH2:12][CH2:11]1.C(=O)([O-])[O-].[K+].[K+].C1(C)C=CC=CC=1.